From a dataset of Forward reaction prediction with 1.9M reactions from USPTO patents (1976-2016). Predict the product of the given reaction. (1) Given the reactants [C:1]([O:7][CH3:8])(=[O:6])[CH2:2][C:3]([CH3:5])=[O:4].[H-].[Na+].[C:11]([Si:15]([O:18][CH2:19][CH2:20][CH2:21][CH2:22][C:23]1[CH:28]=[CH:27][C:26]([CH2:29]Cl)=[C:25]([O:31][CH3:32])[CH:24]=1)([CH3:17])[CH3:16])([CH3:14])([CH3:13])[CH3:12], predict the reaction product. The product is: [Si:15]([O:18][CH2:19][CH2:20][CH2:21][CH2:22][C:23]1[CH:28]=[CH:27][C:26]([CH2:29][CH:2]([C:3](=[O:4])[CH3:5])[C:1]([O:7][CH3:8])=[O:6])=[C:25]([O:31][CH3:32])[CH:24]=1)([C:11]([CH3:14])([CH3:13])[CH3:12])([CH3:16])[CH3:17]. (2) Given the reactants [F-].C([N+](CCCC)(CCCC)CCCC)CCC.[C:19]([C:21]1[N:22]([Si](C(C)C)(C(C)C)C(C)C)[C:23]2[C:28]([CH:29]=1)=[CH:27][C:26]([N:30]1[C@@H:39]3[C@H:34]([CH2:35][CH2:36][CH2:37][CH2:38]3)[NH:33][C:32]([CH3:41])([CH3:40])[CH2:31]1)=[CH:25][CH:24]=2)#[N:20], predict the reaction product. The product is: [C:19]([C:21]1[NH:22][C:23]2[C:28]([CH:29]=1)=[CH:27][C:26]([N:30]1[C@@H:39]3[C@H:34]([CH2:35][CH2:36][CH2:37][CH2:38]3)[NH:33][C:32]([CH3:41])([CH3:40])[CH2:31]1)=[CH:25][CH:24]=2)#[N:20]. (3) Given the reactants [F:1][C:2]1[CH:14]=[CH:13][C:5]([CH2:6][N:7]2[CH2:12][CH2:11][NH:10][CH2:9][CH2:8]2)=[CH:4][CH:3]=1.C(N(C(C)C)CC)(C)C.[Cl:24][C:25]1[CH:30]=[C:29]([Cl:31])[CH:28]=[CH:27][C:26]=1[CH2:32][N:33]=[C:34]=[O:35], predict the reaction product. The product is: [Cl:24][C:25]1[CH:30]=[C:29]([Cl:31])[CH:28]=[CH:27][C:26]=1[CH2:32][NH:33][C:34]([N:10]1[CH2:11][CH2:12][N:7]([CH2:6][C:5]2[CH:13]=[CH:14][C:2]([F:1])=[CH:3][CH:4]=2)[CH2:8][CH2:9]1)=[O:35]. (4) Given the reactants [I:1][CH3:2].[CH3:3][Si:4]([CH3:33])([CH3:32])/[CH:5]=[CH:6]/[C:7]1[C:8](=[O:31])[NH:9][C:10](=[O:30])[N:11]([CH:29]=1)[C@@H:12]1[O:27][C@H:24]([CH2:25][OH:26])[C@@H:14]([O:15][C:16]([C:18]2[CH:19]=[N:20][CH:21]=[CH:22][CH:23]=2)=[O:17])[C@H:13]1[F:28], predict the reaction product. The product is: [I-:1].[CH3:33][Si:4]([CH3:32])([CH3:3])/[CH:5]=[CH:6]/[C:7]1[C:8](=[O:31])[NH:9][C:10](=[O:30])[N:11]([CH:29]=1)[C@@H:12]1[O:27][C@H:24]([CH2:25][OH:26])[C@@H:14]([O:15][C:16]([C:18]2[CH:19]=[N+:20]([CH3:2])[CH:21]=[CH:22][CH:23]=2)=[O:17])[C@H:13]1[F:28]. (5) Given the reactants [CH:1]1([N:4]([CH3:16])[CH:5]2[CH2:8][N:7](C(OC(C)(C)C)=O)[CH2:6]2)[CH2:3][CH2:2]1.O1CCOCC1, predict the reaction product. The product is: [CH:1]1([N:4]([CH3:16])[CH:5]2[CH2:8][NH:7][CH2:6]2)[CH2:3][CH2:2]1.